The task is: Predict the product of the given reaction.. This data is from Forward reaction prediction with 1.9M reactions from USPTO patents (1976-2016). (1) Given the reactants Cl.[NH:2]1[CH2:7][CH2:6][O:5][CH2:4][CH:3]1[C:8]([O:10]C)=O.[NH3:12], predict the reaction product. The product is: [NH:2]1[CH2:7][CH2:6][O:5][CH2:4][CH:3]1[C:8]([NH2:12])=[O:10]. (2) Given the reactants [CH2:1]([C@@H:8]1[NH:13][CH2:12][CH2:11][N:10]([C:14]2[CH:19]=[CH:18][C:17]([O:20][CH3:21])=[C:16]([O:22][CH:23]3[CH2:27][CH2:26][CH2:25][CH2:24]3)[CH:15]=2)[CH2:9]1)[C:2]1[CH:7]=[CH:6][CH:5]=[CH:4][CH:3]=1.Cl[C:29](Cl)([O:31]C(=O)OC(Cl)(Cl)Cl)Cl.C(N(C(C)C)CC)(C)C.[NH:49]1[CH2:53][CH2:52][C@H:51]([OH:54])[CH2:50]1, predict the reaction product. The product is: [CH2:1]([C@H:8]1[CH2:9][N:10]([C:14]2[CH:19]=[CH:18][C:17]([O:20][CH3:21])=[C:16]([O:22][CH:23]3[CH2:27][CH2:26][CH2:25][CH2:24]3)[CH:15]=2)[CH2:11][CH2:12][N:13]1[C:29]([N:49]1[CH2:53][CH2:52][C@H:51]([OH:54])[CH2:50]1)=[O:31])[C:2]1[CH:3]=[CH:4][CH:5]=[CH:6][CH:7]=1. (3) Given the reactants [F:1][C:2]1[CH:3]=[C:4]([CH:7]=[CH:8][CH:9]=1)[CH2:5][OH:6].C1(P(C2C=CC=CC=2)C2C=CC=CC=2)C=CC=CC=1.[CH3:29][O:30][C:31]([C@H:33]1[CH2:37][C:36](=[O:38])[N:35]([C:39]2[CH:44]=[CH:43][C:42](O)=[CH:41][CH:40]=2)[CH2:34]1)=[O:32].N(C(OC(C)C)=O)=NC(OC(C)C)=O.C1(P(=O)(C2C=CC=CC=2)C2C=CC=CC=2)C=CC=CC=1, predict the reaction product. The product is: [CH3:29][O:30][C:31]([C@H:33]1[CH2:37][C:36](=[O:38])[N:35]([C:39]2[CH:44]=[CH:43][C:42]([O:6][CH2:5][C:4]3[CH:7]=[CH:8][CH:9]=[C:2]([F:1])[CH:3]=3)=[CH:41][CH:40]=2)[CH2:34]1)=[O:32]. (4) Given the reactants [Cl:1][C:2]1[CH:7]=[C:6](Cl)[N:5]=[C:4]([NH2:9])[N:3]=1.[C:10]1(B(O)O)[CH2:16][CH2:15][CH2:14][CH2:13][CH2:12][CH:11]=1.C([O-])([O-])=O.[Na+].[Na+], predict the reaction product. The product is: [Cl:1][C:2]1[CH:7]=[C:6]([C:10]2[CH2:16][CH2:15][CH2:14][CH2:13][CH2:12][CH:11]=2)[N:5]=[C:4]([NH2:9])[N:3]=1. (5) Given the reactants [NH2:1][C:2]1[C:7]2[C:8](=[O:20])[N:9]([C:13]3[CH:18]=[CH:17][C:16](I)=[CH:15][CH:14]=3)[CH2:10][CH2:11][O:12][C:6]=2[N:5]=[CH:4][N:3]=1.C[CH:22]([C:26]1[CH:31]=[CH:30][C:29]([OH:32])=[CH:28][CH:27]=1)[C:23]([OH:25])=[O:24].[C:33](=O)([O-])[O-].[Cs+].[Cs+].CN(C)CC(O)=O, predict the reaction product. The product is: [CH3:33][O:25][C:23](=[O:24])[CH2:22][C:26]1[CH:31]=[CH:30][C:29]([O:32][C:16]2[CH:17]=[CH:18][C:13]([N:9]3[C:8](=[O:20])[C:7]4[C:2]([NH2:1])=[N:3][CH:4]=[N:5][C:6]=4[O:12][CH2:11][CH2:10]3)=[CH:14][CH:15]=2)=[CH:28][CH:27]=1. (6) Given the reactants [CH2:1]([O:3][C:4](=[O:13])[CH2:5][C:6]1[CH:11]=[CH:10][CH:9]=[C:8]([OH:12])[CH:7]=1)[CH3:2].[Br:14][C:15]1[CH:16]=[CH:17][C:18](F)=[C:19]([CH:22]=1)[CH:20]=[O:21].C(=O)([O-])[O-].[K+].[K+], predict the reaction product. The product is: [CH2:1]([O:3][C:4](=[O:13])[CH2:5][C:6]1[CH:11]=[CH:10][CH:9]=[C:8]([O:12][C:18]2[CH:17]=[CH:16][C:15]([Br:14])=[CH:22][C:19]=2[CH:20]=[O:21])[CH:7]=1)[CH3:2].